The task is: Predict the product of the given reaction.. This data is from Forward reaction prediction with 1.9M reactions from USPTO patents (1976-2016). (1) Given the reactants F[C:2]1[CH:7]=[C:6]([F:8])[CH:5]=[CH:4][C:3]=1[N+:9]([O-:11])=[O:10].[C:12]([O:16][C:17]([N:19]1[CH2:22][CH:21]([NH2:23])[CH2:20]1)=[O:18])([CH3:15])([CH3:14])[CH3:13].CCN(C(C)C)C(C)C, predict the reaction product. The product is: [C:12]([O:16][C:17]([N:19]1[CH2:22][CH:21]([NH:23][C:2]2[CH:7]=[C:6]([F:8])[CH:5]=[CH:4][C:3]=2[N+:9]([O-:11])=[O:10])[CH2:20]1)=[O:18])([CH3:15])([CH3:13])[CH3:14]. (2) Given the reactants C(OC(=O)[NH:7][C:8]1[CH:13]=[C:12]([Cl:14])[C:11]([C:15]([F:18])([F:17])[F:16])=[CH:10][C:9]=1[NH:19][C:20](=[O:40])[CH2:21][C:22]([C:24]1[CH:29]=[CH:28][CH:27]=[C:26]([C:30]2[CH:35]=[CH:34][N:33]=[C:32]([CH2:36][CH:37]([CH3:39])[CH3:38])[CH:31]=2)[CH:25]=1)=O)(C)(C)C.C(O)(C(F)(F)F)=O, predict the reaction product. The product is: [Cl:14][C:12]1[C:11]([C:15]([F:18])([F:17])[F:16])=[CH:10][C:9]2[NH:19][C:20](=[O:40])[CH2:21][C:22]([C:24]3[CH:29]=[CH:28][CH:27]=[C:26]([C:30]4[CH:35]=[CH:34][N:33]=[C:32]([CH2:36][CH:37]([CH3:39])[CH3:38])[CH:31]=4)[CH:25]=3)=[N:7][C:8]=2[CH:13]=1. (3) Given the reactants O.[S:2]([C:6]1[CH:11]=[CH:10][C:9]([N:12]=[C:13]=[S:14])=[CH:8][CH:7]=1)([OH:5])(=[O:4])=[O:3].[Na:15].C1C=C2C(C(O)(O)C(=O)C2=CC=1)=O.C[N:30](C)CC=C, predict the reaction product. The product is: [S:2]([C:6]1[CH:7]=[CH:8][C:9]([NH:12][C:13]([NH2:30])=[S:14])=[CH:10][CH:11]=1)([OH:5])(=[O:3])=[O:4].[Na:15]. (4) Given the reactants [C:1](#[N:3])C.[CH3:4][O:5][C:6]1[CH:7]=[CH:8][C:9]([C:19]([F:22])([F:21])[F:20])=[C:10]([C:12]2[CH:17]=[CH:16][N+:15]([O-])=[CH:14][CH:13]=2)[CH:11]=1.C[Si](C#N)(C)C, predict the reaction product. The product is: [CH3:4][O:5][C:6]1[CH:7]=[CH:8][C:9]([C:19]([F:22])([F:21])[F:20])=[C:10]([C:12]2[CH:17]=[CH:16][N:15]=[C:14]([C:1]#[N:3])[CH:13]=2)[CH:11]=1. (5) Given the reactants [C@@H:1]1([N:10]2[C:19]3[N:18]=[CH:17][N:16]=[C:14](O)[C:13]=3[N:12]=[CH:11]2)[O:9][C@H:6]([CH2:7][OH:8])[C@@H:4]([OH:5])[C@H:2]1[OH:3].[Cl-].[Na+].[Cl-].[K+].[Cl-].[Ca+2].[Cl-].[Cl-].[Mg+2].[Cl-].C(O)C([NH2:36])(CO)CO.O=C[C@@H]([C@H]([C@@H]([C@@H](CO)O)O)O)O.C1C(CSC2C3N=CN([C@@H]4O[C@H](CO)[C@@H](O)[C@H]4O)C=3N=CN=2)=CC=C([N+]([O-])=O)C=1, predict the reaction product. The product is: [C@@H:1]1([N:10]2[C:19]3[N:18]=[CH:17][N:16]=[C:14]([NH2:36])[C:13]=3[N:12]=[CH:11]2)[O:9][C@H:6]([CH2:7][OH:8])[C@@H:4]([OH:5])[C@H:2]1[OH:3].